This data is from Reaction yield outcomes from USPTO patents with 853,638 reactions. The task is: Predict the reaction yield, written as a fraction of the theoretical maximum amount of product (1.0 means a 100% yield; for example, 0.34 means a 34% yield). (1) The reactants are C(Cl)CCl.[F:5][C:6]1[CH:7]=[CH:8][C:9]([NH:12][NH2:13])=[N:10][CH:11]=1.[C:14]([O:18][C:19]([N:21]1[CH2:26][CH2:25][CH:24]([C:27](O)=[O:28])[CH2:23][CH2:22]1)=[O:20])([CH3:17])([CH3:16])[CH3:15].C1C=CC2N(O)N=NC=2C=1. The catalyst is C(Cl)Cl. The product is [C:14]([O:18][C:19]([N:21]1[CH2:26][CH2:25][CH:24]([C:27]([NH:13][NH:12][C:9]2[CH:8]=[CH:7][C:6]([F:5])=[CH:11][N:10]=2)=[O:28])[CH2:23][CH2:22]1)=[O:20])([CH3:17])([CH3:16])[CH3:15]. The yield is 0.820. (2) The reactants are [C:1](#[N:3])[CH3:2].C([Li])CCC.[Si:9]([O:16][CH2:17][C:18]1[CH:26]=[CH:25][C:21]([C:22](Cl)=[O:23])=[CH:20][CH:19]=1)([C:12]([CH3:15])([CH3:14])[CH3:13])([CH3:11])[CH3:10]. The catalyst is C1COCC1. The product is [Si:9]([O:16][CH2:17][C:18]1[CH:19]=[CH:20][C:21]([C:22](=[O:23])[CH2:2][C:1]#[N:3])=[CH:25][CH:26]=1)([C:12]([CH3:15])([CH3:14])[CH3:13])([CH3:11])[CH3:10]. The yield is 0.240.